From a dataset of Peptide-MHC class II binding affinity with 134,281 pairs from IEDB. Regression. Given a peptide amino acid sequence and an MHC pseudo amino acid sequence, predict their binding affinity value. This is MHC class II binding data. (1) The peptide sequence is AWVDSGAQLGELYYA. The MHC is HLA-DQA10104-DQB10503 with pseudo-sequence HLA-DQA10104-DQB10503. The binding affinity (normalized) is 0.233. (2) The peptide sequence is GDKPSLFGQAAAG. The MHC is HLA-DQA10501-DQB10301 with pseudo-sequence HLA-DQA10501-DQB10301. The binding affinity (normalized) is 0.169. (3) The peptide sequence is YFNLIDTKCYKLE. The MHC is DRB1_1501 with pseudo-sequence DRB1_1501. The binding affinity (normalized) is 0.189. (4) The peptide sequence is EWVAMTKGEGGVWTF. The MHC is HLA-DPA10103-DPB10401 with pseudo-sequence HLA-DPA10103-DPB10401. The binding affinity (normalized) is 0. (5) The peptide sequence is RCLVKEIPPRLLYAK. The MHC is DRB5_0101 with pseudo-sequence DRB5_0101. The binding affinity (normalized) is 0.531. (6) The peptide sequence is FVATTRTLGSFTWFP. The MHC is DRB1_0101 with pseudo-sequence DRB1_0101. The binding affinity (normalized) is 0.420. (7) The peptide sequence is VWLAYKVAAAGVSYHDRR. The MHC is DRB1_0401 with pseudo-sequence DRB1_0401. The binding affinity (normalized) is 0.487.